Dataset: Forward reaction prediction with 1.9M reactions from USPTO patents (1976-2016). Task: Predict the product of the given reaction. (1) Given the reactants F[C:2]1[CH:3]=[N:4][CH:5]=[CH:6][C:7]=1[C:8]1[O:9][C:10]2[CH:16]=[CH:15][C:14]([C:17]([F:20])([F:19])[F:18])=[CH:13][C:11]=2[N:12]=1.[F:21][C:22]([F:29])([F:28])[C:23]1[N:24]=[CH:25][NH:26][CH:27]=1.C(=O)([O-])[O-].[K+].[K+].CN(C=O)C, predict the reaction product. The product is: [F:21][C:22]([F:29])([F:28])[C:23]1[N:24]=[CH:25][N:26]([C:2]2[CH:3]=[N:4][CH:5]=[CH:6][C:7]=2[C:8]2[O:9][C:10]3[CH:16]=[CH:15][C:14]([C:17]([F:20])([F:19])[F:18])=[CH:13][C:11]=3[N:12]=2)[CH:27]=1. (2) Given the reactants [Cl:1][C:2]1[CH:3]=[CH:4][C:5]([OH:11])=[C:6]([CH:10]=1)[C:7](O)=[O:8].S(Cl)([Cl:14])=O, predict the reaction product. The product is: [Cl:1][C:2]1[CH:3]=[CH:4][C:5]([OH:11])=[C:6]([CH:10]=1)[C:7]([Cl:14])=[O:8]. (3) Given the reactants [CH2:1]([N:3]([CH2:17][CH3:18])[C:4]([C:6]1[CH:15]=[CH:14][C:13]2[C:8](=[CH:9][CH:10]=[CH:11][C:12]=2[NH2:16])[N:7]=1)=[O:5])[CH3:2].[F:19][C:20]1[CH:21]=[CH:22][C:23]([O:38][CH3:39])=[C:24]([C:26]([CH3:37])([CH3:36])[CH2:27][C:28]([OH:35])([C:31]([F:34])([F:33])[F:32])[CH:29]=O)[CH:25]=1, predict the reaction product. The product is: [CH2:17]([N:3]([CH2:1][CH3:2])[C:4]([C:6]1[CH:15]=[CH:14][C:13]2[C:8](=[CH:9][CH:10]=[CH:11][C:12]=2[N:16]=[CH:29][C:28]([OH:35])([C:31]([F:32])([F:34])[F:33])[CH2:27][C:26]([C:24]2[CH:25]=[C:20]([F:19])[CH:21]=[CH:22][C:23]=2[O:38][CH3:39])([CH3:36])[CH3:37])[N:7]=1)=[O:5])[CH3:18]. (4) Given the reactants [CH3:1][O:2][C:3](=[O:19])[CH2:4][C:5]([NH:7][C:8]1[C:12](=[O:13])[O:11][C@H:10]([CH3:14])[C:9]=1[C:15]([O:17]C)=O)=[O:6].C[O-].[Na+].CO.N#N, predict the reaction product. The product is: [OH:17][C:15]1[C:9]2[C@@H:10]([CH3:14])[O:11][C:12](=[O:13])[C:8]=2[NH:7][C:5](=[O:6])[C:4]=1[C:3]([O:2][CH3:1])=[O:19].